This data is from Catalyst prediction with 721,799 reactions and 888 catalyst types from USPTO. The task is: Predict which catalyst facilitates the given reaction. (1) Reactant: [CH3:1][N:2]([CH3:11])[C:3]1[CH:8]=[CH:7][C:6]([Mg]Br)=[CH:5][CH:4]=1.[NH:12]1[C:22]2[C:17](=[CH:18][CH:19]=[CH:20][CH:21]=2)[C:15](=[O:16])[C:13]1=[O:14]. Product: [CH3:1][N:2]([CH3:11])[C:3]1[CH:8]=[CH:7][C:6]([C:15]2([OH:16])[C:17]3[C:22](=[CH:21][CH:20]=[CH:19][CH:18]=3)[NH:12][C:13]2=[O:14])=[CH:5][CH:4]=1. The catalyst class is: 1. (2) Reactant: [CH2:1]([N:3]1[C:7]([C:8]2[CH:9]=[C:10]([C:13]([O:15][CH3:16])=[O:14])[S:11][CH:12]=2)=[CH:6][CH:5]=[N:4]1)[CH3:2].C1C(=O)N([Br:24])C(=O)C1. Product: [Br:24][C:6]1[CH:5]=[N:4][N:3]([CH2:1][CH3:2])[C:7]=1[C:8]1[CH:9]=[C:10]([C:13]([O:15][CH3:16])=[O:14])[S:11][CH:12]=1. The catalyst class is: 1. (3) Reactant: [C:1]([O:5][C:6]([N:8]1[CH2:13][CH2:12][CH:11]([CH2:14][OH:15])[CH2:10][CH2:9]1)=[O:7])([CH3:4])([CH3:3])[CH3:2].[H-].[Na+].[C:18](Cl)(=[O:23])[C:19]([CH3:22])([CH3:21])[CH3:20].O. Product: [C:1]([O:5][C:6]([N:8]1[CH2:13][CH2:12][CH:11]([CH2:14][O:15][C:18](=[O:23])[C:19]([CH3:22])([CH3:21])[CH3:20])[CH2:10][CH2:9]1)=[O:7])([CH3:4])([CH3:3])[CH3:2]. The catalyst class is: 3. (4) Reactant: [F:1][C:2]1[CH:7]=[CH:6][C:5]([CH:8]([NH:19][C:20]2[CH:29]=[CH:28][CH:27]=[C:26]3[C:21]=2[CH:22]=[CH:23][C:24]([CH3:30])=[N:25]3)[C:9]([CH2:15][S:16][CH2:17][CH3:18])([C:11]([F:14])([F:13])[F:12])[OH:10])=[CH:4][C:3]=1[O:31]C.B(Br)(Br)Br. Product: [F:1][C:2]1[CH:7]=[CH:6][C:5]([CH:8]([NH:19][C:20]2[CH:29]=[CH:28][CH:27]=[C:26]3[C:21]=2[CH:22]=[CH:23][C:24]([CH3:30])=[N:25]3)[C:9]([CH2:15][S:16][CH2:17][CH3:18])([C:11]([F:13])([F:12])[F:14])[OH:10])=[CH:4][C:3]=1[OH:31]. The catalyst class is: 4. (5) Reactant: [CH3:1][O:2][C:3]1[CH:4]=[C:5]([CH2:13][C:14]([O:16][CH3:17])=[O:15])[CH:6]=[CH:7][C:8]=1[C:9]([F:12])([F:11])[F:10].[Li+].C[Si]([N-][Si](C)(C)C)(C)C.[CH3:28][O:29][C:30]1[CH:38]=[CH:37][C:36]([O:39][CH3:40])=[CH:35][C:31]=1[C:32](Cl)=[O:33]. Product: [CH3:28][O:29][C:30]1[CH:38]=[CH:37][C:36]([O:39][CH3:40])=[CH:35][C:31]=1[C:32](=[O:33])[CH:13]([C:5]1[CH:6]=[CH:7][C:8]([C:9]([F:11])([F:10])[F:12])=[C:3]([O:2][CH3:1])[CH:4]=1)[C:14]([O:16][CH3:17])=[O:15]. The catalyst class is: 1.